This data is from Catalyst prediction with 721,799 reactions and 888 catalyst types from USPTO. The task is: Predict which catalyst facilitates the given reaction. (1) Reactant: FC(F)(F)C(O)=O.[CH3:8][C@@H:9]([C:16]([OH:18])=[O:17])[CH2:10][C@@H:11]([C:13]([OH:15])=[O:14])[NH2:12].Cl[C:20]([O:22][CH2:23][C:24]1[CH:29]=[CH:28][CH:27]=[CH:26][CH:25]=1)=[O:21].Cl. Product: [CH2:23]([O:22][C:20]([NH:12][C@H:11]([C:13]([OH:15])=[O:14])[CH2:10][C@@H:9]([CH3:8])[C:16]([OH:18])=[O:17])=[O:21])[C:24]1[CH:29]=[CH:28][CH:27]=[CH:26][CH:25]=1. The catalyst class is: 74. (2) Reactant: [CH3:1][O:2][C:3]1[CH:8]=[CH:7][C:6]([C:9]2[C:10]([CH3:17])([CH3:16])[CH2:11][C:12](=[O:15])[NH:13][N:14]=2)=[CH:5][C:4]=1[N+:18]([O-])=O.O.NN. Product: [NH2:18][C:4]1[CH:5]=[C:6]([C:9]2[C:10]([CH3:17])([CH3:16])[CH2:11][C:12](=[O:15])[NH:13][N:14]=2)[CH:7]=[CH:8][C:3]=1[O:2][CH3:1]. The catalyst class is: 29. (3) Product: [CH:1]([NH:4][C:12]1[S:13][C:14]([C:17]2[CH:18]=[C:19]([C:30]3[CH:35]=[CH:34][CH:33]=[CH:32][CH:31]=3)[C:20]3[N:21]([CH:23]=[C:24]([C:26]([NH:27][CH3:28])=[O:29])[N:25]=3)[CH:22]=2)=[CH:15][N:16]=1)([CH3:3])[CH3:2]. Reactant: [CH:1]([N:4]([C:12]1[S:13][C:14]([C:17]2[CH:18]=[C:19]([C:30]3[CH:35]=[CH:34][CH:33]=[CH:32][CH:31]=3)[C:20]3[N:21]([CH:23]=[C:24]([C:26](=[O:29])[NH:27][CH3:28])[N:25]=3)[CH:22]=2)=[CH:15][N:16]=1)C(=O)OC(C)(C)C)([CH3:3])[CH3:2].C(O)(C(F)(F)F)=O. The catalyst class is: 2. (4) Reactant: [F:1][C:2]1[CH:23]=[C:22]([NH:24][C:25](=[O:37])[CH2:26][C:27]([NH:29][C:30]2[CH:35]=[CH:34][C:33]([F:36])=[CH:32][CH:31]=2)=[O:28])[CH:21]=[CH:20][C:3]=1[O:4][C:5]1[C:10]2=[C:11]([CH3:19])[C:12]([C:14](OCC)=[O:15])=[CH:13][N:9]2[N:8]=[CH:7][N:6]=1.CC(C[AlH]CC(C)C)C. Product: [F:1][C:2]1[CH:23]=[C:22]([NH:24][C:25](=[O:37])[CH2:26][C:27]([NH:29][C:30]2[CH:31]=[CH:32][C:33]([F:36])=[CH:34][CH:35]=2)=[O:28])[CH:21]=[CH:20][C:3]=1[O:4][C:5]1[C:10]2=[C:11]([CH3:19])[C:12]([CH2:14][OH:15])=[CH:13][N:9]2[N:8]=[CH:7][N:6]=1. The catalyst class is: 1. (5) Product: [CH:11]1([O:10][C:7]2[CH:8]=[CH:9][C:4]([NH2:3])=[CH:5][CH:6]=2)[CH2:15][CH2:14][CH2:13][CH2:12]1. Reactant: [H-].[Na+].[NH2:3][C:4]1[CH:9]=[CH:8][C:7]([OH:10])=[CH:6][CH:5]=1.[CH:11]1(Br)[CH2:15][CH2:14][CH2:13][CH2:12]1. The catalyst class is: 35. (6) Reactant: [NH2:1][CH:2]([C:7]([C:9]1[CH:14]=[CH:13][CH:12]=[C:11]([CH2:15][O:16][CH3:17])[CH:10]=1)=[O:8])[C:3]([O:5][CH3:6])=[O:4].[C:18]([O-])(=[O:20])[CH3:19].[Na+].C(OC(=O)C)(=O)C. Product: [C:18]([NH:1][CH:2]([C:7]([C:9]1[CH:14]=[CH:13][CH:12]=[C:11]([CH2:15][O:16][CH3:17])[CH:10]=1)=[O:8])[C:3]([O:5][CH3:6])=[O:4])(=[O:20])[CH3:19]. The catalyst class is: 6. (7) Reactant: [CH2:1]1[S:5][C@H:4]([CH2:6][OH:7])[O:3][C@@H:2]1[N:8]1[C:13](=[O:14])[N:12]=[C:11]([NH2:15])[CH:10]=[CH:9]1.C1C=C(C(O)=O)C(O)=CC=1.P([O-])([O-])(O)=O.[K+].[K+].NC1C=CN([C@H]2O[C@@H](C(O[C@@H]3C[C@H](C)CC[C@H]3C(C)C)=O)SC2)C(=O)N=1.[BH4-].[Na+].[OH-].[Na+]. Product: [CH2:1]1[S:5][C@H:4]([CH2:6][OH:7])[O:3][C@@H:2]1[N:8]1[C:13](=[O:14])[N:12]=[C:11]([NH2:15])[CH:10]=[CH:9]1. The catalyst class is: 6. (8) Reactant: [ClH:1].C(C1SC2N=CN=C([N:12]3[CH2:17][CH2:16][CH:15]([NH:18]C(=O)OC(C)(C)C)[CH2:14][CH2:13]3)C=2C=1)C. Product: [ClH:1].[ClH:1].[NH:12]1[CH2:17][CH2:16][CH:15]([NH2:18])[CH2:14][CH2:13]1. The catalyst class is: 4. (9) Reactant: [Cl:1][C:2]1[CH:9]=[C:8]([Cl:10])[CH:7]=[CH:6][C:3]=1[CH:4]=O.[Cl:11][C:12]1[C:13]([C:29]([F:32])([F:31])[F:30])=[N:14][N:15]([CH2:18][C:19]([N:21]2[CH2:28][CH:27]3[CH:23]([CH2:24][NH:25][CH2:26]3)[CH2:22]2)=[O:20])[C:16]=1[CH3:17].C(O[BH-](OC(=O)C)OC(=O)C)(=O)C.[Na+].[Cl-].[NH4+]. Product: [Cl:11][C:12]1[C:13]([C:29]([F:32])([F:30])[F:31])=[N:14][N:15]([CH2:18][C:19]([N:21]2[CH2:28][CH:27]3[CH:23]([CH2:24][N:25]([CH2:4][C:3]4[CH:6]=[CH:7][C:8]([Cl:10])=[CH:9][C:2]=4[Cl:1])[CH2:26]3)[CH2:22]2)=[O:20])[C:16]=1[CH3:17]. The catalyst class is: 49.